From a dataset of Forward reaction prediction with 1.9M reactions from USPTO patents (1976-2016). Predict the product of the given reaction. Given the reactants Cl.[NH2:2][OH:3].[CH2:4]([C:6]1[CH:11]=[C:10]([C:12]#[N:13])[CH:9]=[C:8]([CH3:14])[N:7]=1)[CH3:5], predict the reaction product. The product is: [CH2:4]([C:6]1[CH:11]=[C:10]([CH:9]=[C:8]([CH3:14])[N:7]=1)[C:12]([NH:2][OH:3])=[NH:13])[CH3:5].